This data is from Full USPTO retrosynthesis dataset with 1.9M reactions from patents (1976-2016). The task is: Predict the reactants needed to synthesize the given product. The reactants are: Cl.Cl.[C:3]([C:5]1[CH:10]=[CH:9][C:8]([S:11]([N:14]([CH3:26])[CH2:15][CH2:16][N:17]2[CH2:24][CH:23]3[O:25][CH:19]([CH2:20][NH:21][CH2:22]3)[CH2:18]2)(=[O:13])=[O:12])=[CH:7][CH:6]=1)#[N:4].[F:27][CH:28]([F:43])[O:29][C:30]1[CH:35]=[CH:34][C:33]([CH2:36][CH2:37]OS(C)(=O)=O)=[CH:32][CH:31]=1.C(=O)([O-])[O-].[K+].[K+].O. Given the product [C:3]([C:5]1[CH:10]=[CH:9][C:8]([S:11]([N:14]([CH2:15][CH2:16][N:17]2[CH2:24][CH:23]3[O:25][CH:19]([CH2:20][N:21]([CH2:37][CH2:36][C:33]4[CH:32]=[CH:31][C:30]([O:29][CH:28]([F:27])[F:43])=[CH:35][CH:34]=4)[CH2:22]3)[CH2:18]2)[CH3:26])(=[O:13])=[O:12])=[CH:7][CH:6]=1)#[N:4], predict the reactants needed to synthesize it.